This data is from Reaction yield outcomes from USPTO patents with 853,638 reactions. The task is: Predict the reaction yield, written as a fraction of the theoretical maximum amount of product (1.0 means a 100% yield; for example, 0.34 means a 34% yield). The reactants are [NH2:1][C:2]1[CH:3]=[C:4]([C:8]([C:10]2[C:18]3[CH:17]=[N:16][CH:15]=[N:14][C:13]=3[N:12]([C:19]3([C:23]([CH3:31])([CH3:30])[O:24][SiH2:25][C:26]([CH3:29])([CH3:28])[CH3:27])[CH2:22][O:21][CH2:20]3)[CH:11]=2)=[O:9])[CH:5]=[N:6][CH:7]=1.[F:32][C:33]([F:45])([F:44])[C:34]1[CH:39]=[CH:38][C:37]([CH2:40][C:41](O)=[O:42])=[CH:36][CH:35]=1.CN(C(ON1N=NC2C=CC=NC1=2)=[N+](C)C)C.F[P-](F)(F)(F)(F)F. The catalyst is N1C=CC=CC=1.ClCCl.C(=O)(O)[O-].[Na+]. The product is [C:26]([SiH2:25][O:24][C:23]([CH3:31])([CH3:30])[C:19]1([N:12]2[C:13]3[N:14]=[CH:15][N:16]=[CH:17][C:18]=3[C:10]([C:8]([C:4]3[CH:3]=[C:2]([NH:1][C:41](=[O:42])[CH2:40][C:37]4[CH:36]=[CH:35][C:34]([C:33]([F:44])([F:32])[F:45])=[CH:39][CH:38]=4)[CH:7]=[N:6][CH:5]=3)=[O:9])=[CH:11]2)[CH2:20][O:21][CH2:22]1)([CH3:29])([CH3:28])[CH3:27]. The yield is 0.920.